Dataset: NCI-60 drug combinations with 297,098 pairs across 59 cell lines. Task: Regression. Given two drug SMILES strings and cell line genomic features, predict the synergy score measuring deviation from expected non-interaction effect. Drug 1: CC12CCC3C(C1CCC2NC(=O)OCC(F)(F)F)CCC4C3(C=CC(=O)N4C)C. Drug 2: C1=C(C(=O)NC(=O)N1)F. Cell line: NCI-H460. Synergy scores: CSS=34.6, Synergy_ZIP=-0.742, Synergy_Bliss=-3.14, Synergy_Loewe=-9.34, Synergy_HSA=0.0814.